Task: Regression. Given two drug SMILES strings and cell line genomic features, predict the synergy score measuring deviation from expected non-interaction effect.. Dataset: NCI-60 drug combinations with 297,098 pairs across 59 cell lines (1) Drug 1: CC1=C(C=C(C=C1)NC2=NC=CC(=N2)N(C)C3=CC4=NN(C(=C4C=C3)C)C)S(=O)(=O)N.Cl. Drug 2: CCC1=CC2CC(C3=C(CN(C2)C1)C4=CC=CC=C4N3)(C5=C(C=C6C(=C5)C78CCN9C7C(C=CC9)(C(C(C8N6C)(C(=O)OC)O)OC(=O)C)CC)OC)C(=O)OC.C(C(C(=O)O)O)(C(=O)O)O. Cell line: NCI/ADR-RES. Synergy scores: CSS=1.98, Synergy_ZIP=0.718, Synergy_Bliss=0.966, Synergy_Loewe=-0.290, Synergy_HSA=-0.290. (2) Drug 1: C(CN)CNCCSP(=O)(O)O. Drug 2: CC1C(C(CC(O1)OC2CC(CC3=C2C(=C4C(=C3O)C(=O)C5=C(C4=O)C(=CC=C5)OC)O)(C(=O)CO)O)N)O.Cl. Cell line: UACC62. Synergy scores: CSS=52.2, Synergy_ZIP=-0.604, Synergy_Bliss=1.57, Synergy_Loewe=-48.7, Synergy_HSA=0.983. (3) Drug 1: C1=NC(=NC(=O)N1C2C(C(C(O2)CO)O)O)N. Drug 2: C1CNP(=O)(OC1)N(CCCl)CCCl. Cell line: CAKI-1. Synergy scores: CSS=10.6, Synergy_ZIP=1.02, Synergy_Bliss=6.65, Synergy_Loewe=-29.5, Synergy_HSA=-13.3. (4) Drug 1: C1=CC(=CC=C1CCCC(=O)O)N(CCCl)CCCl. Drug 2: CC(C)CN1C=NC2=C1C3=CC=CC=C3N=C2N. Cell line: MCF7. Synergy scores: CSS=22.7, Synergy_ZIP=-5.65, Synergy_Bliss=-3.98, Synergy_Loewe=-6.08, Synergy_HSA=-5.85. (5) Drug 2: CN(C(=O)NC(C=O)C(C(C(CO)O)O)O)N=O. Synergy scores: CSS=16.0, Synergy_ZIP=-6.20, Synergy_Bliss=-2.99, Synergy_Loewe=-32.2, Synergy_HSA=-4.70. Drug 1: CC1C(C(=O)NC(C(=O)N2CCCC2C(=O)N(CC(=O)N(C(C(=O)O1)C(C)C)C)C)C(C)C)NC(=O)C3=C4C(=C(C=C3)C)OC5=C(C(=O)C(=C(C5=N4)C(=O)NC6C(OC(=O)C(N(C(=O)CN(C(=O)C7CCCN7C(=O)C(NC6=O)C(C)C)C)C)C(C)C)C)N)C. Cell line: IGROV1. (6) Drug 1: C1=CN(C=N1)CC(O)(P(=O)(O)O)P(=O)(O)O. Drug 2: C1=NC2=C(N1)C(=S)N=CN2. Cell line: 786-0. Synergy scores: CSS=43.2, Synergy_ZIP=-0.226, Synergy_Bliss=-0.410, Synergy_Loewe=-6.66, Synergy_HSA=-0.165. (7) Drug 2: CS(=O)(=O)OCCCCOS(=O)(=O)C. Cell line: OVCAR-4. Drug 1: C1CN(CCN1C(=O)CCBr)C(=O)CCBr. Synergy scores: CSS=8.64, Synergy_ZIP=-3.01, Synergy_Bliss=-3.07, Synergy_Loewe=-1.09, Synergy_HSA=-0.813. (8) Drug 1: CCC1(CC2CC(C3=C(CCN(C2)C1)C4=CC=CC=C4N3)(C5=C(C=C6C(=C5)C78CCN9C7C(C=CC9)(C(C(C8N6C=O)(C(=O)OC)O)OC(=O)C)CC)OC)C(=O)OC)O.OS(=O)(=O)O. Drug 2: C(=O)(N)NO. Cell line: MDA-MB-435. Synergy scores: CSS=-0.270, Synergy_ZIP=0.180, Synergy_Bliss=-0.774, Synergy_Loewe=-0.939, Synergy_HSA=-2.11.